Dataset: Full USPTO retrosynthesis dataset with 1.9M reactions from patents (1976-2016). Task: Predict the reactants needed to synthesize the given product. (1) Given the product [CH3:33][O:32][C:29]1[CH:28]=[CH:27][C:26]([CH2:25][NH:24][C:20]2[C:19]3[N:18]([N:17]=[C:16]([NH:11][C:10]4[CH:12]=[CH:13][CH:14]=[C:8]([N:5]5[CH2:4][CH2:3][N:2]([CH3:1])[CH2:7][CH2:6]5)[CH:9]=4)[N:34]=3)[CH:23]=[CH:22][CH:21]=2)=[CH:31][CH:30]=1, predict the reactants needed to synthesize it. The reactants are: [CH3:1][N:2]1[CH2:7][CH2:6][N:5]([C:8]2[CH:9]=[C:10]([CH:12]=[CH:13][CH:14]=2)[NH2:11])[CH2:4][CH2:3]1.Cl[C:16]1[N:34]=[C:19]2[C:20]([NH:24][CH2:25][C:26]3[CH:31]=[CH:30][C:29]([O:32][CH3:33])=[CH:28][CH:27]=3)=[CH:21][CH:22]=[CH:23][N:18]2[N:17]=1. (2) Given the product [CH3:27][C:25]1[CH:24]=[CH:23][C:4]([O:5][CH:6]2[CH2:11][CH2:10][N:9]([S:12]([C:15]3[C:16]([CH3:22])=[N:17][N:18]([CH3:21])[C:19]=3[CH3:20])(=[O:14])=[O:13])[CH2:8][CH2:7]2)=[CH:3][CH:2]=1, predict the reactants needed to synthesize it. The reactants are: Cl[C:2]1[CH:3]=[C:4]([CH:23]=[CH:24][C:25]=1Cl)[O:5][CH:6]1[CH2:11][CH2:10][N:9]([S:12]([C:15]2[C:16]([CH3:22])=[N:17][N:18]([CH3:21])[C:19]=2[CH3:20])(=[O:14])=[O:13])[CH2:8][CH2:7]1.[CH3:27]N1C(C)=C(S(Cl)(=O)=O)C(C)=N1.Cl.C1(C)C=CC(OC2CCNCC2)=CC=1. (3) Given the product [CH3:24][C:25]1[N:8]([CH:7]2[CH2:6][CH2:5][C:4](=[O:23])[NH:3][C:2]2=[O:1])[C:27](=[O:38])[C:28]2[C:29](=[CH:31][CH:32]=[CH:33][C:34]=2[N+:35]([O-:37])=[O:36])[N:30]=1, predict the reactants needed to synthesize it. The reactants are: [O:1]=[C:2]1[CH:7]([N:8]2C(=O)C3C(=CC=CC=3NC=O)N=C2C)[CH2:6][CH2:5][C:4](=[O:23])[NH:3]1.[CH3:24][C:25]1O[C:27](=[O:38])[C:28]2[C:34]([N+:35]([O-:37])=[O:36])=[CH:33][CH:32]=[CH:31][C:29]=2[N:30]=1.NC1CCC(=O)NC1=O.